From a dataset of Reaction yield outcomes from USPTO patents with 853,638 reactions. Predict the reaction yield, written as a fraction of the theoretical maximum amount of product (1.0 means a 100% yield; for example, 0.34 means a 34% yield). (1) The reactants are [C:1]([N:3]([CH2:5][CH2:6][CH2:7][NH:8][C:9](=[O:15])[O:10][C:11]([CH3:14])([CH3:13])[CH3:12])[NH2:4])#[N:2].[N-:16]=[N+:17]=[N-:18].[Na+].[Cl-].[NH4+]. The catalyst is CN(C)C=O. The product is [NH:16]1[C:1]([N:3]([CH2:5][CH2:6][CH2:7][NH:8][C:9](=[O:15])[O:10][C:11]([CH3:12])([CH3:14])[CH3:13])[NH2:4])=[N:2][N:18]=[N:17]1. The yield is 0.420. (2) The reactants are ClC1C=C([C:9]2[N:13]3[C:14]4[N:22]=[C:21]([O:23][CH3:24])[CH:20]=[CH:19][C:15]=4[N:16]=[C:17]([CH3:18])[C:12]3=[C:11]([CH3:25])[N:10]=2)C=C(Cl)C=1.CCN(CC)CC.[CH3:33][O:34][C:35]1[CH:40]=[CH:39][C:38]([C:41]#[CH:42])=[CH:37][CH:36]=1. The product is [CH3:24][O:23][C:21]1[CH:20]=[CH:19][C:15]2[N:16]=[C:17]([CH3:18])[C:12]3[N:13]([C:9]([C:42]#[C:41][C:38]4[CH:39]=[CH:40][C:35]([O:34][CH3:33])=[CH:36][CH:37]=4)=[N:10][C:11]=3[CH3:25])[C:14]=2[N:22]=1. The catalyst is Cl[Pd](Cl)([P](C1C=CC=CC=1)(C1C=CC=CC=1)C1C=CC=CC=1)[P](C1C=CC=CC=1)(C1C=CC=CC=1)C1C=CC=CC=1.[Cu]I.CN(C=O)C. The yield is 0.340. (3) The reactants are F[B-](F)(F)F.F[B-](F)(F)F.[Cl:11][CH2:12][N+:13]12[CH2:20][CH2:19][N+:16]([F:21])([CH2:17][CH2:18]1)[CH2:15][CH2:14]2.[F:22][P-:23]([F:28])([F:27])([F:26])([F:25])[F:24].[NH4+]. The catalyst is O. The product is [F:22][P-:23]([F:28])([F:27])([F:26])([F:25])[F:24].[F:22][P-:23]([F:28])([F:27])([F:26])([F:25])[F:24].[Cl:11][CH2:12][N+:13]12[CH2:20][CH2:19][N+:16]([F:21])([CH2:17][CH2:18]1)[CH2:15][CH2:14]2. The yield is 1.00. (4) The reactants are [CH3:1][C:2]1[CH:10]=[C:9]([CH3:11])[CH:8]=[C:7]2[C:3]=1[CH:4]=[CH:5][NH:6]2.[H-].[Na+].I[CH3:15]. The catalyst is CN(C=O)C. The product is [CH3:15][N:6]1[C:7]2[C:3](=[C:2]([CH3:1])[CH:10]=[C:9]([CH3:11])[CH:8]=2)[CH:4]=[CH:5]1. The yield is 0.800. (5) The yield is 0.630. The reactants are [CH3:1][C:2]1[O:6][N:5]=[C:4]([C:7]2[CH:12]=[CH:11][CH:10]=[CH:9][CH:8]=2)[C:3]=1[CH2:13][O:14][C:15]1[N:20]=[N:19][C:18]([C:21]([OH:23])=O)=[CH:17][CH:16]=1.F[B-](F)(F)F.N1(OC(N(C)C)=[N+](C)C)C2C=CC=CC=2N=N1.C(N(CC)C(C)C)(C)C.[NH:55]1[CH2:60][CH2:59][S:58](=[O:62])(=[O:61])[CH2:57][CH2:56]1. The product is [O:61]=[S:58]1(=[O:62])[CH2:59][CH2:60][N:55]([C:21]([C:18]2[N:19]=[N:20][C:15]([O:14][CH2:13][C:3]3[C:4]([C:7]4[CH:8]=[CH:9][CH:10]=[CH:11][CH:12]=4)=[N:5][O:6][C:2]=3[CH3:1])=[CH:16][CH:17]=2)=[O:23])[CH2:56][CH2:57]1. The catalyst is CN(C=O)C.O.